Dataset: Full USPTO retrosynthesis dataset with 1.9M reactions from patents (1976-2016). Task: Predict the reactants needed to synthesize the given product. Given the product [C:33]([O:32][C:30]([N:6]1[CH2:7][C@H:8]([S:10][C:11]([C:18]2[CH:19]=[CH:20][CH:21]=[CH:22][CH:23]=2)([C:12]2[CH:17]=[CH:16][CH:15]=[CH:14][CH:13]=2)[C:24]2[CH:29]=[CH:28][CH:27]=[CH:26][CH:25]=2)[CH2:9][C@H:5]1[CH2:3][OH:2])=[O:31])([CH3:36])([CH3:35])[CH3:34], predict the reactants needed to synthesize it. The reactants are: C[O:2][C:3]([C@@H:5]1[CH2:9][C@@H:8]([S:10][C:11]([C:24]2[CH:29]=[CH:28][CH:27]=[CH:26][CH:25]=2)([C:18]2[CH:23]=[CH:22][CH:21]=[CH:20][CH:19]=2)[C:12]2[CH:17]=[CH:16][CH:15]=[CH:14][CH:13]=2)[CH2:7][N:6]1[C:30]([O:32][C:33]([CH3:36])([CH3:35])[CH3:34])=[O:31])=O.O.C(O)(=O)CC(CC(O)=O)(C(O)=O)O.